Dataset: Forward reaction prediction with 1.9M reactions from USPTO patents (1976-2016). Task: Predict the product of the given reaction. (1) Given the reactants C(OC[O:10][CH2:11][C@@H:12]([CH3:20])[CH2:13][CH2:14][CH2:15][C:16]([CH3:19])([OH:18])[CH3:17])C1C=CC=CC=1, predict the reaction product. The product is: [CH3:20][CH:12]([CH2:13][CH2:14][CH2:15][C:16]([CH3:19])([OH:18])[CH3:17])[CH2:11][OH:10]. (2) Given the reactants Br[C:2]1[CH:3]=[N:4][C:5]([N:8]2[CH2:13][CH2:12][CH2:11][C@H:10]([CH2:14][N:15]3[C:19]4=[N:20][C:21]([C:24]5[CH:25]=[N:26][N:27]([CH3:29])[CH:28]=5)=[CH:22][N:23]=[C:18]4[N:17]=[N:16]3)[CH2:9]2)=[N:6][CH:7]=1.C[N:31]1[CH2:36][CH2:35][N:34]([C:37]([C:39]2[CH:44]=[CH:43][C:42](B3OC(C)(C)C(C)(C)O3)=[CH:41][CH:40]=2)=O)[CH2:33][CH2:32]1.C([O-])([O-])=O.[K+].[K+].[O:60]1[CH2:65][CH2:64]OCC1, predict the reaction product. The product is: [CH3:29][N:27]1[CH:28]=[C:24]([C:21]2[N:20]=[C:19]3[N:15]([CH2:14][C@H:10]4[CH2:11][CH2:12][CH2:13][N:8]([C:5]5[N:4]=[CH:3][C:2]([C:42]6[CH:43]=[CH:44][C:39]([CH2:37][N:34]7[CH2:35][CH2:36][N:31]([C:65](=[O:60])[CH3:64])[CH2:32][CH2:33]7)=[CH:40][CH:41]=6)=[CH:7][N:6]=5)[CH2:9]4)[N:16]=[N:17][C:18]3=[N:23][CH:22]=2)[CH:25]=[N:26]1. (3) The product is: [F:12][C:13]1[CH:20]=[CH:19][C:18]([O:9][CH2:8][CH:2]2[CH2:3][CH:4]3[CH2:7][CH:1]2[CH2:6][CH2:5]3)=[CH:17][C:14]=1[C:15]#[N:16]. Given the reactants [CH:1]12[CH2:7][CH:4]([CH2:5][CH2:6]1)[CH2:3][CH:2]2[CH2:8][OH:9].[H-].[Na+].[F:12][C:13]1[CH:20]=[CH:19][CH:18]=[C:17](F)[C:14]=1[C:15]#[N:16], predict the reaction product. (4) Given the reactants [NH2:1][C@@H:2]1[CH2:7][CH2:6][N:5]([C:8]([O:10][C:11]([CH3:14])([CH3:13])[CH3:12])=[O:9])[CH2:4][C@H:3]1[OH:15].CC([O-])=O.[Na+].[Cl:21][CH2:22][C:23](Cl)=[O:24], predict the reaction product. The product is: [Cl:21][CH2:22][C:23]([NH:1][C@@H:2]1[CH2:7][CH2:6][N:5]([C:8]([O:10][C:11]([CH3:12])([CH3:14])[CH3:13])=[O:9])[CH2:4][C@H:3]1[OH:15])=[O:24].